Dataset: Forward reaction prediction with 1.9M reactions from USPTO patents (1976-2016). Task: Predict the product of the given reaction. (1) Given the reactants [Cl:1][C:2]1[CH:7]=[CH:6][C:5]([CH2:8][CH2:9][CH2:10][O:11][CH:12]2[CH2:17][CH2:16][N:15](C(OC(C)(C)C)=O)[CH2:14][CH2:13]2)=[CH:4][CH:3]=1.[OH-].[Na+], predict the reaction product. The product is: [Cl:1][C:2]1[CH:7]=[CH:6][C:5]([CH2:8][CH2:9][CH2:10][O:11][CH:12]2[CH2:13][CH2:14][NH:15][CH2:16][CH2:17]2)=[CH:4][CH:3]=1. (2) Given the reactants [NH2:1][C:2]1[CH:12]=[CH:11][C:5]2[CH2:6][CH2:7][NH:8][CH2:9][CH2:10][C:4]=2[CH:3]=1.[CH2:13]([N:20]=[C:21]=[O:22])[C:14]1[CH:19]=[CH:18][CH:17]=[CH:16][CH:15]=1, predict the reaction product. The product is: [CH2:13]([NH:20][C:21]([N:8]1[CH2:7][CH2:6][C:5]2[CH:11]=[CH:12][C:2]([NH:1][C:21]([NH:20][CH2:13][C:14]3[CH:19]=[CH:18][CH:17]=[CH:16][CH:15]=3)=[O:22])=[CH:3][C:4]=2[CH2:10][CH2:9]1)=[O:22])[C:14]1[CH:19]=[CH:18][CH:17]=[CH:16][CH:15]=1.